From a dataset of Catalyst prediction with 721,799 reactions and 888 catalyst types from USPTO. Predict which catalyst facilitates the given reaction. Reactant: [NH:1]([C:3]1[CH:4]=[C:5]([CH:8]=[CH:9][CH:10]=1)[CH2:6][OH:7])N.[CH3:11][CH:12]([CH3:16])[C:13](=O)[CH3:14].OS(O)(=O)=O. Product: [OH:7][CH2:6][C:5]1[CH:8]=[CH:9][CH:10]=[C:3]2[C:4]=1[C:12]([CH3:16])([CH3:11])[C:13]([CH3:14])=[N:1]2. The catalyst class is: 14.